Dataset: Full USPTO retrosynthesis dataset with 1.9M reactions from patents (1976-2016). Task: Predict the reactants needed to synthesize the given product. (1) Given the product [Cl:1][C:2]1[CH:7]=[CH:6][CH:5]=[CH:4][C:3]=1[C:8]1[N:9]([C:16]2[CH:17]=[CH:18][C:19]([Cl:22])=[CH:20][CH:21]=2)[CH:10]=[C:11]([C:13]([NH:32][C:33]2[CH:34]=[N:35][CH:36]=[CH:37][CH:38]=2)=[O:14])[N:12]=1, predict the reactants needed to synthesize it. The reactants are: [Cl:1][C:2]1[CH:7]=[CH:6][CH:5]=[CH:4][C:3]=1[C:8]1[N:9]([C:16]2[CH:21]=[CH:20][C:19]([Cl:22])=[CH:18][CH:17]=2)[CH:10]=[C:11]([C:13](O)=[O:14])[N:12]=1.F[P-](F)(F)(F)(F)F.N1(OC(N(C)C)=[N+](C)C)[C:34]2[N:35]=[CH:36][CH:37]=[CH:38][C:33]=2[N:32]=N1.CN1CCOCC1.NC1C=NC=CC=1. (2) Given the product [CH2:1]([O:3][C:4]([N:6]1[CH2:7][CH2:8][N:9]([C:12](=[O:42])[C@@H:13]([NH:22][C:23]([C:25]2[CH:29]=[C:28]([O:30][CH2:31][C:32]([N:73]3[CH2:74][CH2:75][CH2:76][C@H:72]3[C:71]([O:70][CH2:63][C:64]3[CH:69]=[CH:68][CH:67]=[CH:66][CH:65]=3)=[O:77])=[O:33])[N:27]([C:35]3[CH:40]=[CH:39][CH:38]=[C:37]([F:41])[CH:36]=3)[N:26]=2)=[O:24])[CH2:14][C:15]([O:17][C:18]([CH3:19])([CH3:20])[CH3:21])=[O:16])[CH2:10][CH2:11]1)=[O:5])[CH3:2], predict the reactants needed to synthesize it. The reactants are: [CH2:1]([O:3][C:4]([N:6]1[CH2:11][CH2:10][N:9]([C:12](=[O:42])[C@@H:13]([NH:22][C:23]([C:25]2[CH:29]=[C:28]([O:30][CH2:31][C:32](O)=[O:33])[N:27]([C:35]3[CH:40]=[CH:39][CH:38]=[C:37]([F:41])[CH:36]=3)[N:26]=2)=[O:24])[CH2:14][C:15]([O:17][C:18]([CH3:21])([CH3:20])[CH3:19])=[O:16])[CH2:8][CH2:7]1)=[O:5])[CH3:2].C1C=CC2N(O)N=NC=2C=1.CCN(C(C)C)C(C)C.Cl.[CH2:63]([O:70][C:71](=[O:77])[C@@H:72]1[CH2:76][CH2:75][CH2:74][NH:73]1)[C:64]1[CH:69]=[CH:68][CH:67]=[CH:66][CH:65]=1. (3) Given the product [CH2:1]1[C:11]2=[C:12]3[C:7](=[CH:8][CH:9]=[CH:10]2)[C:6]([C:13]2[C:18]([CH:19]([CH2:24][CH2:25][CH3:26])[C:20]([OH:22])=[O:21])=[C:17]([CH3:27])[N:16]=[C:15]([N:28]4[CH2:29][CH2:30][CH2:31][CH2:32][CH2:33]4)[N:14]=2)=[CH:5][CH:4]=[C:3]3[CH2:2]1, predict the reactants needed to synthesize it. The reactants are: [CH2:1]1[C:11]2=[C:12]3[C:7](=[CH:8][CH:9]=[CH:10]2)[C:6]([C:13]2[C:18]([CH:19]([CH2:24][CH2:25][CH3:26])[C:20]([O:22]C)=[O:21])=[C:17]([CH3:27])[N:16]=[C:15]([N:28]4[CH2:33][CH2:32][CH2:31][CH2:30][CH2:29]4)[N:14]=2)=[CH:5][CH:4]=[C:3]3[CH2:2]1.[OH-].[Na+]. (4) Given the product [CH2:1]([O:3][CH2:4][CH2:5][N:6]1[CH2:7][CH2:8][N:9]([C:18]2[CH:19]=[CH:20][C:15]([N+:12]([O-:14])=[O:13])=[CH:16][C:17]=2[CH3:22])[CH2:10][CH2:11]1)[CH3:2], predict the reactants needed to synthesize it. The reactants are: [CH2:1]([O:3][CH2:4][CH2:5][N:6]1[CH2:11][CH2:10][NH:9][CH2:8][CH2:7]1)[CH3:2].[N+:12]([C:15]1[CH:20]=[CH:19][C:18](F)=[CH:17][CH:16]=1)([O-:14])=[O:13].[CH3:22]S(C)=O. (5) The reactants are: C[O:2][C:3]1[CH:8]=[CH:7][C:6]([C:9]2[O:13][C:12]([CH3:15])([CH3:14])[C:11](=[O:16])[C:10]=2[C:17]2[CH:22]=[CH:21][C:20]([O:23][CH2:24][C:25]3[CH:34]=[CH:33][C:32]4[C:27](=[CH:28][CH:29]=[CH:30][CH:31]=4)[N:26]=3)=[CH:19][CH:18]=2)=[CH:5][CH:4]=1.Br. Given the product [OH:2][C:3]1[CH:8]=[CH:7][C:6]([C:9]2[O:13][C:12]([CH3:14])([CH3:15])[C:11](=[O:16])[C:10]=2[C:17]2[CH:22]=[CH:21][C:20]([O:23][CH2:24][C:25]3[CH:34]=[CH:33][C:32]4[C:27](=[CH:28][CH:29]=[CH:30][CH:31]=4)[N:26]=3)=[CH:19][CH:18]=2)=[CH:5][CH:4]=1, predict the reactants needed to synthesize it.